This data is from Peptide-MHC class II binding affinity with 134,281 pairs from IEDB. The task is: Regression. Given a peptide amino acid sequence and an MHC pseudo amino acid sequence, predict their binding affinity value. This is MHC class II binding data. (1) The peptide sequence is GTKTEAEDVIPEGWK. The MHC is HLA-DPA10201-DPB10501 with pseudo-sequence HLA-DPA10201-DPB10501. The binding affinity (normalized) is 0. (2) The peptide sequence is VFIPNYNVSVAEVLI. The MHC is DRB1_0401 with pseudo-sequence DRB1_0401. The binding affinity (normalized) is 0.540.